From a dataset of Retrosynthesis with 50K atom-mapped reactions and 10 reaction types from USPTO. Predict the reactants needed to synthesize the given product. (1) Given the product CS(=O)(=O)Oc1ccc(N2CC(COc3ccc(C(=O)O)cc3)CC2=O)cc1, predict the reactants needed to synthesize it. The reactants are: COC(=O)c1ccc(OCC2CC(=O)N(c3ccc(OS(C)(=O)=O)cc3)C2)cc1. (2) The reactants are: COc1ccc(Cc2cc(Br)ccc2Cl)cc1. Given the product Oc1ccc(Cc2cc(Br)ccc2Cl)cc1, predict the reactants needed to synthesize it.